This data is from Full USPTO retrosynthesis dataset with 1.9M reactions from patents (1976-2016). The task is: Predict the reactants needed to synthesize the given product. (1) Given the product [CH3:1][C:2]1[CH:7]=[CH:6][C:5]([S:8]([NH:11][C:12](=[O:36])[O:13][CH2:14][CH2:15][C:16]2[CH:21]=[CH:20][C:19]([N:22]3[C:26]([CH3:27])=[C:25]([C:28]4[CH:33]=[CH:32][C:31]([Cl:37])=[CH:30][CH:29]=4)[C:24]([CH3:35])=[N:23]3)=[CH:18][CH:17]=2)(=[O:10])=[O:9])=[CH:4][CH:3]=1, predict the reactants needed to synthesize it. The reactants are: [CH3:1][C:2]1[CH:7]=[CH:6][C:5]([S:8]([NH:11][C:12](=[O:36])[O:13][CH2:14][CH2:15][C:16]2[CH:21]=[CH:20][C:19]([N:22]3[C:26]([CH3:27])=[C:25]([C:28]4[CH:33]=[CH:32][C:31](F)=[CH:30][CH:29]=4)[C:24]([CH3:35])=[N:23]3)=[CH:18][CH:17]=2)(=[O:10])=[O:9])=[CH:4][CH:3]=1.[Cl:37]C1C=CC(B(O)O)=CC=1. (2) Given the product [CH:1]1([C:4]2[CH:5]=[C:6]([CH:7]=[O:8])[CH:9]=[C:10]([O:13][CH3:14])[C:11]=2[C:19]2[CH:20]=[CH:21][C:16]([F:15])=[CH:17][CH:18]=2)[CH2:3][CH2:2]1, predict the reactants needed to synthesize it. The reactants are: [CH:1]1([C:4]2[CH:5]=[C:6]([CH:9]=[C:10]([O:13][CH3:14])[C:11]=2I)[CH:7]=[O:8])[CH2:3][CH2:2]1.[F:15][C:16]1[CH:21]=[CH:20][C:19](B(O)O)=[CH:18][CH:17]=1. (3) Given the product [N:1]([C:2]1[C:3]([C:24]([O:26][CH3:27])=[O:25])=[N:4][C:5]([C:16]2[CH:21]=[CH:20][C:19]([O:22][CH3:23])=[CH:18][CH:17]=2)=[N:6][C:7]=1[C:8]1[CH:9]=[CH:10][C:11]([O:14][CH3:15])=[CH:12][CH:13]=1)=[N+:32]=[N-:33], predict the reactants needed to synthesize it. The reactants are: [NH2:1][C:2]1[C:3]([C:24]([O:26][CH3:27])=[O:25])=[N:4][C:5]([C:16]2[CH:21]=[CH:20][C:19]([O:22][CH3:23])=[CH:18][CH:17]=2)=[N:6][C:7]=1[C:8]1[CH:13]=[CH:12][C:11]([O:14][CH3:15])=[CH:10][CH:9]=1.N([O-])=O.[Na+].[N-:32]=[N+:33]=[N-].[Na+].C(OCC)C. (4) Given the product [Cl:1][C:2]1[CH:7]=[C:6]([NH2:8])[CH:5]=[C:4]([Cl:11])[C:3]=1[C:12]1[CH:17]=[CH:16][CH:15]=[CH:14][CH:13]=1, predict the reactants needed to synthesize it. The reactants are: [Cl:1][C:2]1[CH:7]=[C:6]([N+:8]([O-])=O)[CH:5]=[C:4]([Cl:11])[C:3]=1[C:12]1[CH:17]=[CH:16][CH:15]=[CH:14][CH:13]=1.[Cl-].[NH4+].O.